Predict the reactants needed to synthesize the given product. From a dataset of Full USPTO retrosynthesis dataset with 1.9M reactions from patents (1976-2016). (1) Given the product [CH3:31][N:11]1[C:12]([C:13](=[O:30])[NH:14][C:15]2[CH:20]=[CH:19][N:18]3[CH:21]=[C:22]([C:24]4[CH:29]=[CH:28][CH:27]=[CH:26][CH:25]=4)[N:23]=[C:17]3[N:16]=2)=[C:8]([C:6]([OH:7])=[O:5])[CH:9]=[N:10]1, predict the reactants needed to synthesize it. The reactants are: [OH-].[Na+].C([O:5][C:6]([C:8]1[CH:9]=[N:10][N:11]([CH3:31])[C:12]=1[C:13](=[O:30])[NH:14][C:15]1[CH:20]=[CH:19][N:18]2[CH:21]=[C:22]([C:24]3[CH:29]=[CH:28][CH:27]=[CH:26][CH:25]=3)[N:23]=[C:17]2[N:16]=1)=[O:7])C.O.Cl. (2) Given the product [C:10]([NH:13][CH2:14][C:15]1[CH:24]=[CH:23][C:18]([C:19]([O:21][CH3:22])=[O:20])=[CH:17][C:16]=1[N+:1]([O-:4])=[O:2])(=[O:12])[CH3:11], predict the reactants needed to synthesize it. The reactants are: [N+:1]([O-:4])(O)=[O:2].S(=O)(=O)(O)O.[C:10]([NH:13][CH2:14][C:15]1[CH:24]=[CH:23][C:18]([C:19]([O:21][CH3:22])=[O:20])=[CH:17][CH:16]=1)(=[O:12])[CH3:11]. (3) Given the product [CH3:1][C:2]1[N:3]([C:23](=[O:24])[CH2:22][CH:21]([CH3:26])[CH3:20])[C:4]2[C:9]([C:10]=1[C:11]([O:13][C:14]([CH3:17])([CH3:16])[CH3:15])=[O:12])=[CH:8][CH:7]=[CH:6][CH:5]=2, predict the reactants needed to synthesize it. The reactants are: [CH3:1][C:2]1[NH:3][C:4]2[C:9]([C:10]=1[C:11]([O:13][C:14]([CH3:17])([CH3:16])[CH3:15])=[O:12])=[CH:8][CH:7]=[CH:6][CH:5]=2.[H-].[Na+].[CH3:20][CH:21]([CH3:26])[CH2:22][C:23](Cl)=[O:24]. (4) Given the product [C:27]([C:26]1[CH:30]=[CH:31][C:23]([O:2][CH2:3][CH2:8][NH:9][C:17]([C:6]2[C:7]3[N:11]=[C:10]([C:12]4[S:13][CH:14]=[CH:15][CH:16]=4)[NH:9][C:8]=3[C:3]([O:2][CH3:1])=[CH:4][CH:5]=2)=[O:19])=[N:24][CH:25]=1)(=[O:28])[NH2:29], predict the reactants needed to synthesize it. The reactants are: [CH3:1][O:2][C:3]1[C:8]2[NH:9][C:10]([C:12]3[S:13][CH:14]=[CH:15][CH:16]=3)=[N:11][C:7]=2[C:6]([C:17]([O-:19])=O)=[CH:5][CH:4]=1.[H-].[Na+].Cl[C:23]1[CH:31]=[CH:30][C:26]([C:27]([NH2:29])=[O:28])=[CH:25][N:24]=1.